From a dataset of Forward reaction prediction with 1.9M reactions from USPTO patents (1976-2016). Predict the product of the given reaction. (1) Given the reactants [OH:1][C:2]1[CH:11]=[CH:10][C:5]2[CH2:6][O:7][B:8]([OH:9])[C:4]=2[CH:3]=1.[H-].[Na+].Br[CH2:15][CH2:16][CH3:17].Cl, predict the reaction product. The product is: [CH2:15]([O:1][C:2]1[CH:11]=[CH:10][C:5]2[CH2:6][O:7][B:8]([OH:9])[C:4]=2[CH:3]=1)[CH2:16][CH3:17]. (2) Given the reactants Cl[C:2]1[N:7]=[C:6]([N:8]([CH:17]2[CH2:21][CH2:20][CH2:19][CH2:18]2)[C@@H:9]([C:12]2[O:13][CH:14]=[N:15][N:16]=2)[CH2:10][CH3:11])[C:5]([N+:22]([O-:24])=[O:23])=[CH:4][N:3]=1.[CH3:25][O:26][C:27]1[CH:32]=[C:31]([C:33]([O:35][CH3:36])=[O:34])[CH:30]=[CH:29][C:28]=1[NH2:37].CCN(C(C)C)C(C)C, predict the reaction product. The product is: [O:13]1[CH:14]=[N:15][N:16]=[C:12]1[C@H:9]([N:8]([CH:17]1[CH2:21][CH2:20][CH2:19][CH2:18]1)[C:6]1[C:5]([N+:22]([O-:24])=[O:23])=[CH:4][N:3]=[C:2]([NH:37][C:28]2[CH:29]=[CH:30][C:31]([C:33]([O:35][CH3:36])=[O:34])=[CH:32][C:27]=2[O:26][CH3:25])[N:7]=1)[CH2:10][CH3:11]. (3) Given the reactants [CH2:1]([C:7]1[CH:8]=[C:9]2[C:13](=[CH:14][C:15]=1[O:16]C)[C:12](=[O:18])[CH2:11][CH2:10]2)[CH2:2][CH2:3][CH2:4][CH2:5][CH3:6].[Cl-].[Al+3].[Cl-].[Cl-].C1(C)C=CC=CC=1, predict the reaction product. The product is: [CH2:1]([C:7]1[CH:8]=[C:9]2[C:13](=[CH:14][C:15]=1[OH:16])[C:12](=[O:18])[CH2:11][CH2:10]2)[CH2:2][CH2:3][CH2:4][CH2:5][CH3:6].